Dataset: Peptide-MHC class I binding affinity with 185,985 pairs from IEDB/IMGT. Task: Regression. Given a peptide amino acid sequence and an MHC pseudo amino acid sequence, predict their binding affinity value. This is MHC class I binding data. The peptide sequence is SLNLRETNL. The MHC is HLA-A02:03 with pseudo-sequence HLA-A02:03. The binding affinity (normalized) is 0.716.